This data is from TCR-epitope binding with 47,182 pairs between 192 epitopes and 23,139 TCRs. The task is: Binary Classification. Given a T-cell receptor sequence (or CDR3 region) and an epitope sequence, predict whether binding occurs between them. (1) The epitope is RLRPGGKKK. Result: 0 (the TCR does not bind to the epitope). The TCR CDR3 sequence is CASSLVGGAGEQFF. (2) The epitope is TFYLTNDVSFL. The TCR CDR3 sequence is CASSQGLALGVEQFF. Result: 0 (the TCR does not bind to the epitope).